This data is from Full USPTO retrosynthesis dataset with 1.9M reactions from patents (1976-2016). The task is: Predict the reactants needed to synthesize the given product. (1) Given the product [Cl:14][C:15]1[CH:20]=[C:19]([Cl:21])[CH:18]=[CH:17][C:16]=1[CH2:22][CH:23]([NH:25][C:9]([C:8]1[C:3]([C:2]([F:1])([F:13])[F:12])=[N:4][CH:5]=[CH:6][N:7]=1)=[O:11])[CH3:24], predict the reactants needed to synthesize it. The reactants are: [F:1][C:2]([F:13])([F:12])[C:3]1[C:8]([C:9]([OH:11])=O)=[N:7][CH:6]=[CH:5][N:4]=1.[Cl:14][C:15]1[CH:20]=[C:19]([Cl:21])[CH:18]=[CH:17][C:16]=1[CH2:22][CH:23]([NH2:25])[CH3:24].Cl.C(N=C=NCCCN(C)C)C.O. (2) The reactants are: [CH3:1][C:2]1[CH:11]=[CH:10][C:9]2[C:4](=[C:5]([NH2:12])[CH:6]=[CH:7][CH:8]=2)[N:3]=1.[N+:13]([C:16]1[CH:21]=[CH:20][CH:19]=[CH:18][C:17]=1[S:22](Cl)(=[O:24])=[O:23])([O-:15])=[O:14]. Given the product [CH3:1][C:2]1[CH:11]=[CH:10][C:9]2[C:4](=[C:5]([NH:12][S:22]([C:17]3[CH:18]=[CH:19][CH:20]=[CH:21][C:16]=3[N+:13]([O-:15])=[O:14])(=[O:23])=[O:24])[CH:6]=[CH:7][CH:8]=2)[N:3]=1, predict the reactants needed to synthesize it.